Dataset: Peptide-MHC class II binding affinity with 134,281 pairs from IEDB. Task: Regression. Given a peptide amino acid sequence and an MHC pseudo amino acid sequence, predict their binding affinity value. This is MHC class II binding data. The peptide sequence is VLTHVKINDKCPSTG. The MHC is DRB4_0103 with pseudo-sequence DRB4_0103. The binding affinity (normalized) is 0.516.